From a dataset of Peptide-MHC class II binding affinity with 134,281 pairs from IEDB. Regression. Given a peptide amino acid sequence and an MHC pseudo amino acid sequence, predict their binding affinity value. This is MHC class II binding data. (1) The peptide sequence is AAAGAGTTVYGAFAA. The MHC is HLA-DQA10501-DQB10301 with pseudo-sequence HLA-DQA10501-DQB10301. The binding affinity (normalized) is 0.664. (2) The peptide sequence is AAAAGWQTLSAALDA. The MHC is HLA-DPA10103-DPB10401 with pseudo-sequence HLA-DPA10103-DPB10401. The binding affinity (normalized) is 0.182. (3) The peptide sequence is LFDLHGRRDLKLVDV. The MHC is DRB1_0101 with pseudo-sequence DRB1_0101. The binding affinity (normalized) is 0.504. (4) The peptide sequence is AGFFLLTRILTIPQS. The MHC is DRB1_1201 with pseudo-sequence DRB1_1201. The binding affinity (normalized) is 0.531. (5) The peptide sequence is AVIRGKKGAGGITIK. The MHC is DRB5_0101 with pseudo-sequence DRB5_0101. The binding affinity (normalized) is 0.316. (6) The peptide sequence is EQISVLRKAFDAFDR. The MHC is HLA-DQA10301-DQB10301 with pseudo-sequence HLA-DQA10301-DQB10301. The binding affinity (normalized) is 0.241. (7) The peptide sequence is EKKYFAATQQEPLAA. The MHC is HLA-DQA10401-DQB10402 with pseudo-sequence HLA-DQA10401-DQB10402. The binding affinity (normalized) is 0.433.